From a dataset of CYP2D6 inhibition data for predicting drug metabolism from PubChem BioAssay. Regression/Classification. Given a drug SMILES string, predict its absorption, distribution, metabolism, or excretion properties. Task type varies by dataset: regression for continuous measurements (e.g., permeability, clearance, half-life) or binary classification for categorical outcomes (e.g., BBB penetration, CYP inhibition). Dataset: cyp2d6_veith. (1) The drug is CC1=C(C(=O)O)N2C(=O)C(NC(=O)c3ccn(C)n3)C2SC1. The result is 0 (non-inhibitor). (2) The compound is CC(C)CN1CC2(CCN(C(=O)c3cnccn3)CC2)C1. The result is 0 (non-inhibitor). (3) The drug is NCc1ccc(C(=O)O)cc1. The result is 0 (non-inhibitor). (4) The molecule is COc1ccc(Oc2ncc3ncc(=O)n(C4CC4)c3n2)cc1. The result is 0 (non-inhibitor). (5) The compound is O=C1CCc2c(ccc3ccccc23)O1. The result is 0 (non-inhibitor).